Dataset: Reaction yield outcomes from USPTO patents with 853,638 reactions. Task: Predict the reaction yield, written as a fraction of the theoretical maximum amount of product (1.0 means a 100% yield; for example, 0.34 means a 34% yield). The reactants are [CH2:1]([C:3]1[CH:25]=[CH:24][CH:23]=[CH:22][C:4]=1[NH:5][C:6]1[C:15]2[C:10](=[CH:11][C:12]([OH:18])=[C:13]([O:16][CH3:17])[CH:14]=2)[N:9]=[CH:8][C:7]=1[C:19]([NH2:21])=[O:20])[CH3:2].C([O-])([O-])=O.[Cs+].[Cs+].Br[CH2:33][CH2:34][O:35][CH3:36]. The product is [CH2:1]([C:3]1[CH:25]=[CH:24][CH:23]=[CH:22][C:4]=1[NH:5][C:6]1[C:15]2[C:10](=[CH:11][C:12]([O:18][CH2:33][CH2:34][O:35][CH3:36])=[C:13]([O:16][CH3:17])[CH:14]=2)[N:9]=[CH:8][C:7]=1[C:19]([NH2:21])=[O:20])[CH3:2]. The catalyst is CN(C=O)C. The yield is 0.180.